Dataset: Full USPTO retrosynthesis dataset with 1.9M reactions from patents (1976-2016). Task: Predict the reactants needed to synthesize the given product. (1) Given the product [OH:7][CH:4]1[CH2:5][CH2:6][N:1]([C:13]([O:12][C:9]([CH3:11])([CH3:10])[CH3:8])=[O:14])[CH2:2][CH2:3]1, predict the reactants needed to synthesize it. The reactants are: [NH:1]1[CH2:6][CH2:5][CH:4]([OH:7])[CH2:3][CH2:2]1.[CH3:8][C:9]([O:12][C:13](O[C:13]([O:12][C:9]([CH3:11])([CH3:10])[CH3:8])=[O:14])=[O:14])([CH3:11])[CH3:10]. (2) Given the product [OH:2][CH2:1][C:3]1[CH:7]=[CH:6][N:5]([C:8]2[CH:9]=[C:10]3[C:15](=[CH:16][C:17]=2[N+:18]([O-:20])=[O:19])[NH:14][C:13](=[O:21])[N:12]([NH:22][S:23]([CH3:26])(=[O:25])=[O:24])[C:11]3=[O:27])[CH:4]=1, predict the reactants needed to synthesize it. The reactants are: [CH:1]([C:3]1[CH:7]=[CH:6][N:5]([C:8]2[CH:9]=[C:10]3[C:15](=[CH:16][C:17]=2[N+:18]([O-:20])=[O:19])[NH:14][C:13](=[O:21])[N:12]([NH:22][S:23]([CH3:26])(=[O:25])=[O:24])[C:11]3=[O:27])[CH:4]=1)=[O:2].CO. (3) The reactants are: [NH:1]([C:15]([O:17][CH2:18][C:19]1[CH:24]=[CH:23][CH:22]=[CH:21][CH:20]=1)=[O:16])[C@H:2]([C:11]([O:13][CH3:14])=[O:12])[CH2:3][C:4]1[CH:9]=[CH:8][C:7]([OH:10])=[CH:6][CH:5]=1.OS(O)(=O)=O. Given the product [CH3:14][O:13][C:11](=[O:12])[CH:2]([NH:1][C:15]([O:17][CH2:18][C:19]1[CH:24]=[CH:23][CH:22]=[CH:21][CH:20]=1)=[O:16])[CH2:3][C:4]1[CH:5]=[CH:6][C:7]([O:10][C:4]([CH3:9])([CH3:5])[CH3:3])=[CH:8][CH:9]=1, predict the reactants needed to synthesize it. (4) Given the product [CH2:23]([C:24]1[N:1]([CH:4]2[CH2:16][C:15]3[C:14]4[C:9](=[CH:10][CH:11]=[CH:12][CH:13]=4)[N:8]([CH2:17][C:18]([OH:20])=[O:19])[C:7]=3[CH2:6][CH2:5]2)[N:2]=[N:3][CH:25]=1)[C:26]1[CH:31]=[CH:30][CH:29]=[CH:28][CH:27]=1, predict the reactants needed to synthesize it. The reactants are: [N:1]([CH:4]1[CH2:16][C:15]2[C:14]3[C:9](=[CH:10][CH:11]=[CH:12][CH:13]=3)[N:8]([CH2:17][C:18]([O:20]CC)=[O:19])[C:7]=2[CH2:6][CH2:5]1)=[N+:2]=[N-:3].[CH2:23]([C:26]1[CH:31]=[CH:30][CH:29]=[CH:28][CH:27]=1)[C:24]#[CH:25].C(O)(C(O)=O)C(O)C(O)=O. (5) Given the product [F:26][C:25]1[C:20]([N:18]([CH3:19])[CH2:17][CH2:16][CH2:15][O:14][C:10]2[CH:9]=[C:8]3[C:13](=[CH:12][CH:11]=2)[N:5]([CH2:4][C:3]([OH:35])=[O:2])[CH:6]=[CH:7]3)=[N:21][C:22]([C:27]2[CH:32]=[CH:31][C:30]([O:33][CH3:34])=[CH:29][CH:28]=2)=[N:23][CH:24]=1, predict the reactants needed to synthesize it. The reactants are: C[O:2][C:3](=[O:35])[CH2:4][N:5]1[C:13]2[C:8](=[CH:9][C:10]([O:14][CH2:15][CH2:16][CH2:17][N:18]([C:20]3[C:25]([F:26])=[CH:24][N:23]=[C:22]([C:27]4[CH:32]=[CH:31][C:30]([O:33][CH3:34])=[CH:29][CH:28]=4)[N:21]=3)[CH3:19])=[CH:11][CH:12]=2)[CH:7]=[CH:6]1.O.[OH-].[Li+]. (6) Given the product [C:31]([C@H:27]1[CH2:28][CH2:29][CH2:30][N:26]1[C:24](=[O:25])[CH2:23][N:18]([CH2:19][CH2:20][CH2:21][CH3:22])[C:16](=[O:17])[N:15]([CH2:14][C:13]([N:9]1[CH2:10][CH2:11][CH2:12][C@@H:8]1[C:6]([OH:7])=[O:5])=[O:42])[CH2:38][CH2:39][CH2:40][CH3:41])([OH:33])=[O:32], predict the reactants needed to synthesize it. The reactants are: C([O:5][C:6]([C@H:8]1[CH2:12][CH2:11][CH2:10][N:9]1[C:13](=[O:42])[CH2:14][N:15]([CH2:38][CH2:39][CH2:40][CH3:41])[C:16]([N:18]([CH2:23][C:24]([N:26]1[CH2:30][CH2:29][CH2:28][C@@H:27]1[C:31]([O:33]C(C)(C)C)=[O:32])=[O:25])[CH2:19][CH2:20][CH2:21][CH3:22])=[O:17])=[O:7])(C)(C)C. (7) Given the product [Cl:1][C:2]1[CH:3]=[C:4]2[C:9](=[CH:10][C:11]=1[O:12][CH3:13])[N:8]=[C:7]([O:14][CH3:15])[C:6](/[C:16](=[N:25]/[S@@:23]([C:20]([CH3:22])([CH3:21])[CH3:19])=[O:24])/[CH3:17])=[CH:5]2, predict the reactants needed to synthesize it. The reactants are: [Cl:1][C:2]1[CH:3]=[C:4]2[C:9](=[CH:10][C:11]=1[O:12][CH3:13])[N:8]=[C:7]([O:14][CH3:15])[C:6]([C:16](=O)[CH3:17])=[CH:5]2.[CH3:19][C:20]([S@:23]([NH2:25])=[O:24])([CH3:22])[CH3:21]. (8) Given the product [CH3:16][C:17]1([CH3:37])[O:21][C@H:20]([CH2:22][O:23][C:24]2[C:33]([CH3:34])=[CH:32][C:27]([C:28]3[N:30]=[C:12]([C:10]4[CH:9]=[C:8]([CH3:15])[CH:7]=[C:6]([CH:3]([CH2:1][CH3:2])[CH2:4][CH3:5])[N:11]=4)[O:14][N:29]=3)=[CH:26][C:25]=2[CH2:35][CH3:36])[CH2:19][O:18]1.[CH2:35]([C:25]1[CH:26]=[C:27]([C:28]2[N:29]=[C:12]([C:10]3[CH:9]=[C:8]([CH3:15])[CH:7]=[C:6]([CH:3]([CH2:4][CH3:5])[CH2:1][CH3:2])[N:11]=3)[O:31][N:30]=2)[CH:32]=[C:33]([CH3:34])[C:24]=1[O:23][CH2:22][C@@H:20]([OH:21])[CH2:19][OH:18])[CH3:36], predict the reactants needed to synthesize it. The reactants are: [CH2:1]([CH:3]([C:6]1[N:11]=[C:10]([C:12]([OH:14])=O)[CH:9]=[C:8]([CH3:15])[CH:7]=1)[CH2:4][CH3:5])[CH3:2].[CH3:16][C:17]1([CH3:37])[O:21][C@H:20]([CH2:22][O:23][C:24]2[C:33]([CH3:34])=[CH:32][C:27]([C:28]([NH:30][OH:31])=[NH:29])=[CH:26][C:25]=2[CH2:35][CH3:36])[CH2:19][O:18]1.Cl. (9) Given the product [CH2:25]([N:21]1[CH2:22][CH2:23][CH2:24][CH:19]([N:14]2[CH:15]=[CH:16][C:17](=[O:18])[C:12]([C:11]3[N:7]([C:1]4[CH:2]=[CH:3][CH:4]=[CH:5][CH:6]=4)[N:8]=[CH:9][CH:10]=3)=[N:13]2)[CH2:20]1)[C:26]1[CH:31]=[CH:30][CH:29]=[CH:28][CH:27]=1, predict the reactants needed to synthesize it. The reactants are: [C:1]1([N:7]2[C:11]([C:12]3[C:17](=[O:18])[CH:16]=[CH:15][N:14]([C:19]4[CH:20]=[N:21][CH:22]=[CH:23][CH:24]=4)[N:13]=3)=[CH:10][CH:9]=[N:8]2)[CH:6]=[CH:5][CH:4]=[CH:3][CH:2]=1.[CH2:25](Br)[C:26]1[CH:31]=[CH:30][CH:29]=[CH:28][CH:27]=1. (10) Given the product [CH3:39][C:13]([CH3:12])([S:35]([NH2:38])(=[O:36])=[O:37])[CH2:14][CH2:15][CH2:16][N:17]1[C:29]2[C:28]3[CH:27]=[CH:26][C:25]([Br:30])=[CH:24][C:23]=3[N:22]=[C:21]([NH2:41])[C:20]=2[N:19]=[C:18]1[CH2:31][O:32][CH2:33][CH3:34], predict the reactants needed to synthesize it. The reactants are: ClC1C=C(C=CC=1)C(OO)=O.[CH3:12][C:13]([CH3:39])([S:35]([NH2:38])(=[O:37])=[O:36])[CH2:14][CH2:15][CH2:16][N:17]1[C:29]2[C:28]3[CH:27]=[CH:26][C:25]([Br:30])=[CH:24][C:23]=3[N:22]=[CH:21][C:20]=2[N:19]=[C:18]1[CH2:31][O:32][CH2:33][CH3:34].[OH-].[NH4+:41].C1(C)C=CC(S(Cl)(=O)=O)=CC=1.